From a dataset of Full USPTO retrosynthesis dataset with 1.9M reactions from patents (1976-2016). Predict the reactants needed to synthesize the given product. (1) Given the product [CH3:19][C:5]1[C:6]([C:8]2[CH:13]=[CH:12][C:11]([C:14](=[O:17])[CH2:15][CH3:16])=[CH:10][C:9]=2[CH3:18])=[CH:7][C:2]([NH:1][C:27](=[O:28])[O:29][C:30]([CH3:33])([CH3:32])[CH3:31])=[CH:3][CH:4]=1, predict the reactants needed to synthesize it. The reactants are: [NH2:1][C:2]1[CH:3]=[CH:4][C:5]([CH3:19])=[C:6]([C:8]2[CH:13]=[CH:12][C:11]([C:14](=[O:17])[CH2:15][CH3:16])=[CH:10][C:9]=2[CH3:18])[CH:7]=1.C(N(CC)CC)C.[C:27](O[C:27]([O:29][C:30]([CH3:33])([CH3:32])[CH3:31])=[O:28])([O:29][C:30]([CH3:33])([CH3:32])[CH3:31])=[O:28].O. (2) Given the product [Cl:34][C:32]1[CH:31]=[C:30]([S:35]([NH:1][C:2]2[CH:3]=[CH:4][C:5]3[C:9]([C:10]([NH2:12])=[O:11])=[CH:8][S:7][C:6]=3[CH:13]=2)(=[O:36])=[O:37])[CH:29]=[C:28]([Cl:27])[CH:33]=1, predict the reactants needed to synthesize it. The reactants are: [NH2:1][C:2]1[CH:3]=[CH:4][C:5]2[C:9]([C:10]([NH2:12])=[O:11])=[CH:8][S:7][C:6]=2[CH:13]=1.NC1C=CC2SC=C(C(N)=O)C=2C=1.[Cl:27][C:28]1[CH:29]=[C:30]([S:35](NC2C=CC3SC=C(C(N)=O)C=3C=2)(=[O:37])=[O:36])[CH:31]=[C:32]([Cl:34])[CH:33]=1. (3) Given the product [CH3:11][N:12]([CH3:17])[CH2:13][CH2:14][C:15]1[NH:16][C:4](=[O:6])[C:3]2[C:2]([CH:1]=1)=[CH:10][CH:9]=[CH:8][CH:7]=2, predict the reactants needed to synthesize it. The reactants are: [CH3:1][C:2]1[CH:10]=[CH:9][CH:8]=[CH:7][C:3]=1[C:4]([OH:6])=O.[CH3:11][N:12]([CH3:17])[CH2:13][CH2:14][C:15]#[N:16]. (4) The reactants are: [C:1]1([NH2:11])[C:10]2[C:5](=[CH:6][CH:7]=[CH:8][CH:9]=2)[CH:4]=[CH:3][CH:2]=1.[N+:12]([C:15]1[CH:20]=[CH:19][C:18]([S:21](Cl)(=[O:23])=[O:22])=[CH:17][CH:16]=1)([O-:14])=[O:13].Cl. Given the product [C:1]1([NH:11][S:21]([C:18]2[CH:17]=[CH:16][C:15]([N+:12]([O-:14])=[O:13])=[CH:20][CH:19]=2)(=[O:22])=[O:23])[C:10]2[C:5](=[CH:6][CH:7]=[CH:8][CH:9]=2)[CH:4]=[CH:3][CH:2]=1, predict the reactants needed to synthesize it. (5) Given the product [CH3:40][S:41]([O:27][CH2:26][C@H:13]1[CH2:14][N:15]([S:18]([C:21]2[S:22][CH:23]=[CH:24][CH:25]=2)(=[O:19])=[O:20])[CH2:16][CH2:17][N:12]1[C:9]1[CH:10]=[CH:11][C:6]([C:3]([OH:5])([CH3:4])[C:2]([F:1])([F:28])[F:29])=[CH:7][CH:8]=1)(=[O:43])=[O:42], predict the reactants needed to synthesize it. The reactants are: [F:1][C:2]([F:29])([F:28])[C:3]([C:6]1[CH:11]=[CH:10][C:9]([N:12]2[CH2:17][CH2:16][N:15]([S:18]([C:21]3[S:22][CH:23]=[CH:24][CH:25]=3)(=[O:20])=[O:19])[CH2:14][C@@H:13]2[CH2:26][OH:27])=[CH:8][CH:7]=1)([OH:5])[CH3:4].C(Cl)Cl.C(N(CC)CC)C.[CH3:40][S:41](Cl)(=[O:43])=[O:42]. (6) Given the product [CH:1]([C:4]1[CH:5]=[C:6]([CH:9]=[C:10]([CH:14]([CH3:16])[CH3:15])[C:11]=1[O:12][CH3:13])[CH:7]=[C:23]1[C:22]2[C:26](=[CH:27][C:19]([O:18][CH3:17])=[CH:20][CH:21]=2)[NH:25][C:24]1=[O:28])([CH3:3])[CH3:2], predict the reactants needed to synthesize it. The reactants are: [CH:1]([C:4]1[CH:5]=[C:6]([CH:9]=[C:10]([CH:14]([CH3:16])[CH3:15])[C:11]=1[O:12][CH3:13])[CH:7]=O)([CH3:3])[CH3:2].[CH3:17][O:18][C:19]1[CH:27]=[C:26]2[C:22]([CH2:23][C:24](=[O:28])[NH:25]2)=[CH:21][CH:20]=1. (7) Given the product [F:6][C:7]([F:20])([F:21])[C:8]([NH:10][CH:11]1[CH2:19][C:18]2[C:13](=[CH:14][CH:15]=[C:16]([S:2]([Cl:1])(=[O:5])=[O:3])[CH:17]=2)[CH2:12]1)=[O:9], predict the reactants needed to synthesize it. The reactants are: [Cl:1][S:2]([OH:5])(=O)=[O:3].[F:6][C:7]([F:21])([F:20])[C:8]([NH:10][CH:11]1[CH2:19][C:18]2[C:13](=[CH:14][CH:15]=[CH:16][CH:17]=2)[CH2:12]1)=[O:9]. (8) Given the product [C:52]([C@@H:14]([C:16]1[CH:17]=[N:18][CH:19]=[CH:20][CH:21]=1)[N:12]([C@H:9]1[C:10]2[C:6](=[C:5]([F:13])[CH:4]=[C:3]([Cl:2])[CH:11]=2)[CH2:7][CH2:8]1)[C:28](=[O:30])[C:27]1[CH:31]=[CH:32][C:33]([OH:35])=[CH:34][C:26]=1[OH:25])(=[O:54])[NH2:51].[C:36]([O:35][C:33]1[CH:32]=[CH:31][C:27]([C:28](=[O:30])[N:12]([C@@H:14]([C:52](=[O:54])[NH2:51])[C:16]2[CH:17]=[N:18][CH:19]=[CH:20][CH:21]=2)[C@H:9]2[C:10]3[C:6](=[C:5]([F:13])[CH:4]=[C:3]([Cl:2])[CH:11]=3)[CH2:7][CH2:8]2)=[C:26]([OH:25])[CH:34]=1)(=[O:38])[CH3:37], predict the reactants needed to synthesize it. The reactants are: Cl.[Cl:2][C:3]1[CH:11]=[C:10]2[C:6]([CH2:7][CH2:8][C@H:9]2[NH2:12])=[C:5]([F:13])[CH:4]=1.[CH:14]([C:16]1[CH:17]=[N:18][CH:19]=[CH:20][CH:21]=1)=O.C([O:25][C:26]1[CH:34]=[C:33]([O:35][C:36](=[O:38])[CH3:37])[CH:32]=[CH:31][C:27]=1[C:28]([OH:30])=O)(=O)C.C1(C2CCC([N+:51]#[C-:52])=CC2)C=CC=CC=1.C[OH:54]. (9) Given the product [CH3:16][CH:17]([N:19]1[CH2:24][CH2:23][N:22]([C:13]([C@@H:10]2[CH2:11][CH2:12][NH:8][CH2:9]2)=[O:15])[CH2:21][CH2:20]1)[CH3:18], predict the reactants needed to synthesize it. The reactants are: C(OC([N:8]1[CH2:12][CH2:11][C@@H:10]([C:13]([OH:15])=O)[CH2:9]1)=O)(C)(C)C.[CH3:16][CH:17]([N:19]1[CH2:24][CH2:23][NH:22][CH2:21][CH2:20]1)[CH3:18].